Dataset: Catalyst prediction with 721,799 reactions and 888 catalyst types from USPTO. Task: Predict which catalyst facilitates the given reaction. (1) Reactant: O[C:2]1[C:3]2[C:10]3[CH:11]=[C:12]([C:15]([O:17][CH2:18][CH3:19])=[O:16])[CH:13]=[CH:14][C:9]=3[S:8][C:4]=2[N:5]=[CH:6][N:7]=1.O=P(Cl)(Cl)[Cl:22]. Product: [Cl:22][C:2]1[C:3]2[C:10]3[CH:11]=[C:12]([C:15]([O:17][CH2:18][CH3:19])=[O:16])[CH:13]=[CH:14][C:9]=3[S:8][C:4]=2[N:5]=[CH:6][N:7]=1. The catalyst class is: 12. (2) Reactant: [CH2:1]([N:8]1[C:13]([CH3:14])=[CH:12][C:11]([C:15]([OH:17])=O)=[C:10]([O:18][CH2:19][C:20]2[CH:25]=[CH:24][CH:23]=[CH:22][CH:21]=2)[C:9]1=[O:26])[C:2]1[CH:7]=[CH:6][CH:5]=[CH:4][CH:3]=1.[SH:27][C:28]1[S:29][CH2:30][CH2:31][N:32]=1.CN(C1C=CC=CN=1)C.C1(N=C=NC2CCCCC2)CCCCC1. Product: [CH2:1]([N:8]1[C:13]([CH3:14])=[CH:12][C:11]([C:15]([N:32]2[CH2:31][CH2:30][S:29][C:28]2=[S:27])=[O:17])=[C:10]([O:18][CH2:19][C:20]2[CH:21]=[CH:22][CH:23]=[CH:24][CH:25]=2)[C:9]1=[O:26])[C:2]1[CH:3]=[CH:4][CH:5]=[CH:6][CH:7]=1. The catalyst class is: 2. (3) Reactant: C[O:2][C:3](=O)[C:4]1[CH:9]=[C:8]([CH3:10])[CH:7]=[CH:6][C:5]=1[O:11][CH2:12][C:13]1[CH:18]=[CH:17][C:16]([O:19][CH3:20])=[CH:15][CH:14]=1.[H-].[H-].[H-].[H-].[Li+].[Al+3].S([O-])([O-])(=O)=O.[Na+].[Na+]. Product: [CH3:20][O:19][C:16]1[CH:17]=[CH:18][C:13]([CH2:12][O:11][C:5]2[CH:6]=[CH:7][C:8]([CH3:10])=[CH:9][C:4]=2[CH2:3][OH:2])=[CH:14][CH:15]=1. The catalyst class is: 1. (4) Reactant: [CH:1]1([C:4]2[N:9]=[C:8]([CH2:10][N:11]3C(=O)C4C(=CC=CC=4)C3=O)[CH:7]=[C:6]([O:22][CH2:23][CH2:24][C:25]3([C:28]([F:31])([F:30])[F:29])[CH2:27][CH2:26]3)[N:5]=2)[CH2:3][CH2:2]1.O.NN. Product: [CH:1]1([C:4]2[N:9]=[C:8]([CH2:10][NH2:11])[CH:7]=[C:6]([O:22][CH2:23][CH2:24][C:25]3([C:28]([F:30])([F:31])[F:29])[CH2:27][CH2:26]3)[N:5]=2)[CH2:2][CH2:3]1. The catalyst class is: 5.